Dataset: Peptide-MHC class I binding affinity with 185,985 pairs from IEDB/IMGT. Task: Regression. Given a peptide amino acid sequence and an MHC pseudo amino acid sequence, predict their binding affinity value. This is MHC class I binding data. The peptide sequence is KVALYRRIQR. The MHC is HLA-B51:01 with pseudo-sequence HLA-B51:01. The binding affinity (normalized) is 0.